From a dataset of Forward reaction prediction with 1.9M reactions from USPTO patents (1976-2016). Predict the product of the given reaction. Given the reactants Cl.[Cl:2][C:3]1[C:11]2[C:6](=[CH:7][C:8]([C:12]([NH:14][C@H:15]([C:25]3[CH:30]=[CH:29][CH:28]=[CH:27][CH:26]=3)[CH2:16][O:17][CH2:18][CH:19]3[CH2:24][CH2:23][NH:22][CH2:21][CH2:20]3)=[O:13])=[CH:9][CH:10]=2)[NH:5][CH:4]=1.[CH2:31]=O, predict the reaction product. The product is: [Cl:2][C:3]1[C:11]2[C:6](=[CH:7][C:8]([C:12]([NH:14][C@H:15]([C:25]3[CH:30]=[CH:29][CH:28]=[CH:27][CH:26]=3)[CH2:16][O:17][CH2:18][CH:19]3[CH2:20][CH2:21][N:22]([CH3:31])[CH2:23][CH2:24]3)=[O:13])=[CH:9][CH:10]=2)[NH:5][CH:4]=1.